Task: Predict the reactants needed to synthesize the given product.. Dataset: Retrosynthesis with 50K atom-mapped reactions and 10 reaction types from USPTO (1) Given the product CCCCN(Cc1ccco1)C(=O)C(C)Oc1cc(Oc2ccc(Br)cc2C#N)ccc1Br, predict the reactants needed to synthesize it. The reactants are: CC(Oc1cc(Oc2ccc(Br)cc2C#N)ccc1Br)C(=O)Cl.CCCCNCc1ccco1. (2) Given the product O=C(O)Cn1nnc(-c2nc(-c3ccc(Oc4cc(Br)ccc4Cl)cc3)no2)n1, predict the reactants needed to synthesize it. The reactants are: CCOC(=O)Cn1nnc(-c2nc(-c3ccc(Oc4cc(Br)ccc4Cl)cc3)no2)n1. (3) Given the product O=C(C=Cc1cccc([N+](=O)[O-])c1)Oc1cccc([N+](=O)[O-])c1, predict the reactants needed to synthesize it. The reactants are: O=C(Cl)C=Cc1cccc([N+](=O)[O-])c1.O=[N+]([O-])c1cccc(O)c1. (4) Given the product CC(O)c1ccc(C(=O)NCCC(=O)OC(C)(C)C)cc1, predict the reactants needed to synthesize it. The reactants are: CC(=O)c1ccc(C(=O)NCCC(=O)OC(C)(C)C)cc1. (5) Given the product N[C@H]1C[C@@H](n2cnc3c(NCC(c4ccccc4)c4ccccc4)nc(N4CC[C@@H](NC(=O)Nc5cccnc5)C4)nc32)[C@H](O)[C@@H]1O, predict the reactants needed to synthesize it. The reactants are: O=C(Nc1cccnc1)N[C@@H]1CCN(c2nc(NCC(c3ccccc3)c3ccccc3)c3ncn([C@@H]4C[C@H](NC(=O)OCc5ccccc5)[C@@H](O)[C@H]4O)c3n2)C1. (6) Given the product COC(=O)c1ccc(N2CCN(C(C)=O)CC2)cc1, predict the reactants needed to synthesize it. The reactants are: CC(=O)N1CCNCC1.COC(=O)c1ccc(Br)cc1. (7) Given the product CCn1c(C#Cc2ccc(N3CCNC3=O)cc2)c(C#N)c2ccc(OC)cc21, predict the reactants needed to synthesize it. The reactants are: CCn1c(C#Cc2ccc(NC(=O)NCCCl)cc2)c(C#N)c2ccc(OC)cc21.